Predict the product of the given reaction. From a dataset of Forward reaction prediction with 1.9M reactions from USPTO patents (1976-2016). (1) Given the reactants [CH3:1][C:2]1[CH:7]=[CH:6][CH:5]=[CH:4][N+:3]=1[O-].C[Si]([C:13]#[N:14])(C)C.CN(C)C(Cl)=O.C([O-])([O-])=O.[K+].[K+], predict the reaction product. The product is: [CH3:1][C:2]1[N:3]=[C:4]([C:13]#[N:14])[CH:5]=[CH:6][CH:7]=1. (2) Given the reactants [I-:1].[K+].[I:3]CCCI.NC1C=CC=CC=1[N:15]1[C:19](C)=[CH:18][S:17][C:16]1=S, predict the reaction product. The product is: [I-:3].[I-:1].[S:17]1[CH:18]=[CH:19][NH+:15]=[CH:16]1.[S:17]1[CH:18]=[CH:19][NH+:15]=[CH:16]1.